This data is from Peptide-MHC class II binding affinity with 134,281 pairs from IEDB. The task is: Regression. Given a peptide amino acid sequence and an MHC pseudo amino acid sequence, predict their binding affinity value. This is MHC class II binding data. (1) The peptide sequence is FTVFEAAFNNAIKAG. The MHC is DRB1_1201 with pseudo-sequence DRB1_1201. The binding affinity (normalized) is 0.171. (2) The MHC is DRB5_0101 with pseudo-sequence DRB5_0101. The peptide sequence is SRWSSPDNVKPIYIV. The binding affinity (normalized) is 0.148. (3) The peptide sequence is DGTYDITKLGAKPDG. The MHC is HLA-DQA10104-DQB10503 with pseudo-sequence HLA-DQA10104-DQB10503. The binding affinity (normalized) is 0.0803. (4) The peptide sequence is EEDIKIIPIQEEEY. The MHC is HLA-DQA10301-DQB10302 with pseudo-sequence HLA-DQA10301-DQB10302. The binding affinity (normalized) is 0.652. (5) The peptide sequence is KLPWKNESSIKVIKQ. The MHC is DRB1_0701 with pseudo-sequence DRB1_0701. The binding affinity (normalized) is 0.372.